This data is from NCI-60 drug combinations with 297,098 pairs across 59 cell lines. The task is: Regression. Given two drug SMILES strings and cell line genomic features, predict the synergy score measuring deviation from expected non-interaction effect. (1) Synergy scores: CSS=2.02, Synergy_ZIP=-1.26, Synergy_Bliss=-2.87, Synergy_Loewe=-7.88, Synergy_HSA=-5.30. Cell line: HT29. Drug 1: CC(C1=C(C=CC(=C1Cl)F)Cl)OC2=C(N=CC(=C2)C3=CN(N=C3)C4CCNCC4)N. Drug 2: N.N.Cl[Pt+2]Cl. (2) Drug 1: CCN(CC)CCCC(C)NC1=C2C=C(C=CC2=NC3=C1C=CC(=C3)Cl)OC. Drug 2: CC(C)CN1C=NC2=C1C3=CC=CC=C3N=C2N. Cell line: HOP-62. Synergy scores: CSS=6.64, Synergy_ZIP=2.15, Synergy_Bliss=5.95, Synergy_Loewe=2.84, Synergy_HSA=3.34. (3) Drug 1: C1=CC(=C2C(=C1NCCNCCO)C(=O)C3=C(C=CC(=C3C2=O)O)O)NCCNCCO. Drug 2: CCC1=C2CN3C(=CC4=C(C3=O)COC(=O)C4(CC)O)C2=NC5=C1C=C(C=C5)O. Cell line: OVCAR-8. Synergy scores: CSS=49.3, Synergy_ZIP=-6.60, Synergy_Bliss=-8.67, Synergy_Loewe=-4.80, Synergy_HSA=-2.18. (4) Drug 1: CC1=C(C(=CC=C1)Cl)NC(=O)C2=CN=C(S2)NC3=CC(=NC(=N3)C)N4CCN(CC4)CCO. Drug 2: CNC(=O)C1=NC=CC(=C1)OC2=CC=C(C=C2)NC(=O)NC3=CC(=C(C=C3)Cl)C(F)(F)F. Cell line: 786-0. Synergy scores: CSS=8.62, Synergy_ZIP=-5.96, Synergy_Bliss=0.463, Synergy_Loewe=-15.5, Synergy_HSA=-1.76. (5) Drug 1: C1=CC(=CC=C1CC(C(=O)O)N)N(CCCl)CCCl.Cl. Drug 2: C1=CN(C=N1)CC(O)(P(=O)(O)O)P(=O)(O)O. Cell line: MALME-3M. Synergy scores: CSS=-0.263, Synergy_ZIP=-3.91, Synergy_Bliss=-6.84, Synergy_Loewe=-10.8, Synergy_HSA=-8.73. (6) Drug 1: CC1=C(C=C(C=C1)NC2=NC=CC(=N2)N(C)C3=CC4=NN(C(=C4C=C3)C)C)S(=O)(=O)N.Cl. Drug 2: C1=CC(=CC=C1CC(C(=O)O)N)N(CCCl)CCCl.Cl. Cell line: IGROV1. Synergy scores: CSS=15.3, Synergy_ZIP=-8.29, Synergy_Bliss=-2.98, Synergy_Loewe=-8.89, Synergy_HSA=-2.98.